This data is from Full USPTO retrosynthesis dataset with 1.9M reactions from patents (1976-2016). The task is: Predict the reactants needed to synthesize the given product. (1) Given the product [Cl:25][C:2]1[C:7]([C:8]#[N:9])=[C:6]([C:10]([F:13])([F:12])[F:11])[N:5]=[C:4]([C:14]2[CH:19]=[CH:18][C:17]([N+:20]([O-:22])=[O:21])=[CH:16][CH:15]=2)[N:3]=1, predict the reactants needed to synthesize it. The reactants are: O[C:2]1[C:7]([C:8]#[N:9])=[C:6]([C:10]([F:13])([F:12])[F:11])[N:5]=[C:4]([C:14]2[CH:19]=[CH:18][C:17]([N+:20]([O-:22])=[O:21])=[CH:16][CH:15]=2)[N:3]=1.P(Cl)(Cl)([Cl:25])=O. (2) Given the product [Br:13][C:14]1[CH:15]=[C:16]([NH:17][CH:9]([C:5]2[CH:6]=[C:7]([CH3:8])[C:2]([Cl:1])=[C:3]([CH3:12])[CH:4]=2)[CH3:10])[CH:18]=[CH:19][CH:20]=1, predict the reactants needed to synthesize it. The reactants are: [Cl:1][C:2]1[C:7]([CH3:8])=[CH:6][C:5]([C:9](=O)[CH3:10])=[CH:4][C:3]=1[CH3:12].[Br:13][C:14]1[CH:15]=[C:16]([CH:18]=[CH:19][CH:20]=1)[NH2:17].[B][B][B][B][B][B][B][B][B][B]. (3) Given the product [F:1][C:2]1[CH:3]=[C:4]([C@H:13]2[CH2:18][C@H:17]([C:19]3[O:26][NH:33][C:21](=[O:22])[CH:20]=3)[CH2:16][CH2:15][N:14]2[C:27]([O:29][CH3:30])=[O:28])[CH:5]=[C:6]([F:12])[C:7]=1[C:8]([F:10])([F:9])[F:11], predict the reactants needed to synthesize it. The reactants are: [F:1][C:2]1[CH:3]=[C:4]([C@H:13]2[CH2:18][C@H:17]([C:19](=[O:26])[CH2:20][C:21](OCC)=[O:22])[CH2:16][CH2:15][N:14]2[C:27]([O:29][CH3:30])=[O:28])[CH:5]=[C:6]([F:12])[C:7]=1[C:8]([F:11])([F:10])[F:9].[OH-].[Na+].[NH2:33]O.Cl. (4) Given the product [Br:3][C:4]1[CH:9]=[CH:8][C:7]([N:10]([CH3:17])[S:11]([CH3:14])(=[O:13])=[O:12])=[C:6]([CH2:15][CH3:16])[CH:5]=1, predict the reactants needed to synthesize it. The reactants are: CI.[Br:3][C:4]1[CH:9]=[CH:8][C:7]([NH:10][S:11]([CH3:14])(=[O:13])=[O:12])=[C:6]([CH2:15][CH3:16])[CH:5]=1.[C:17](=O)([O-])[O-].[K+].[K+]. (5) Given the product [ClH:21].[CH3:1][C:2]1[NH:10][C:9]2[CH:8]=[CH:7][N:6]=[C:5]([NH:11][CH2:12][C:13]3[CH:18]=[CH:17][C:16]([F:19])=[CH:15][CH:14]=3)[C:4]=2[C:3]=1[CH3:20], predict the reactants needed to synthesize it. The reactants are: [CH3:1][C:2]1[NH:10][C:9]2[CH:8]=[CH:7][N:6]=[C:5]([NH:11][CH2:12][C:13]3[CH:18]=[CH:17][C:16]([F:19])=[CH:15][CH:14]=3)[C:4]=2[C:3]=1[CH3:20].[ClH:21]. (6) Given the product [F:16][C:17]1[CH:18]=[CH:19][C:20]([N:23]2[C:31]3[C:26](=[C:27]([NH:32][C:3]([CH3:15])([CH3:14])[CH2:4][NH:5][C:6](=[O:13])[C:7]4[CH:12]=[CH:11][CH:10]=[CH:9][CH:8]=4)[CH:28]=[CH:29][CH:30]=3)[CH:25]=[N:24]2)=[CH:21][CH:22]=1, predict the reactants needed to synthesize it. The reactants are: CO[C:3]([CH3:15])([CH3:14])[CH2:4][NH:5][C:6](=[O:13])[C:7]1[CH:12]=[CH:11][CH:10]=[CH:9][CH:8]=1.[F:16][C:17]1[CH:22]=[CH:21][C:20]([N:23]2[C:31]3[CH:30]=[CH:29][CH:28]=[C:27]([NH2:32])[C:26]=3[CH:25]=[N:24]2)=[CH:19][CH:18]=1.CC1(C)CN1C(C1C=CC=CC=1)=O.COC. (7) Given the product [CH2:1]([N:8]1[CH2:12][CH2:11][CH:10]([C:14]2[CH:15]=[C:16]3[C:20](=[CH:21][CH:22]=2)[NH:19][CH:18]=[CH:17]3)[CH2:9]1)[C:2]1[CH:7]=[CH:6][CH:5]=[CH:4][CH:3]=1, predict the reactants needed to synthesize it. The reactants are: [CH2:1]([N:8]1[C:12](=O)[CH2:11][CH:10]([C:14]2[CH:15]=[C:16]3[C:20](=[CH:21][CH:22]=2)[NH:19][CH:18]=[CH:17]3)[C:9]1=O)[C:2]1[CH:7]=[CH:6][CH:5]=[CH:4][CH:3]=1.[H-].[Al+3].[Li+].[H-].[H-].[H-]. (8) Given the product [C:19]1([N:18]2[C:13]3[CH:14]=[CH:15][CH:16]=[CH:17][C:12]=3[N:11]=[C:10]2[CH:8]([NH2:7])[CH3:9])[CH:24]=[CH:23][CH:22]=[CH:21][CH:20]=1, predict the reactants needed to synthesize it. The reactants are: C(OC(=O)[NH:7][CH:8]([C:10](=O)[NH:11][C:12]1[CH:17]=[CH:16][CH:15]=[CH:14][C:13]=1[NH:18][C:19]1[CH:24]=[CH:23][CH:22]=[CH:21][CH:20]=1)[CH3:9])(C)(C)C. (9) Given the product [Cl:1][C:2]1[C:3]2[NH:9][C:12](=[O:13])[NH:8][C:4]=2[CH:5]=[CH:6][CH:7]=1, predict the reactants needed to synthesize it. The reactants are: [Cl:1][C:2]1[CH:7]=[CH:6][CH:5]=[C:4]([NH2:8])[C:3]=1[NH2:9].C1C[O:13][CH2:12]C1.C(C1NC=CN=1)(C1NC=CN=1)=O.Cl. (10) Given the product [C:1]([O:5][C:6]([N:8]1[CH2:9][CH:10]2[NH:16][CH:14]([CH2:13][O:12][CH2:11]2)[CH2:15]1)=[O:7])([CH3:4])([CH3:2])[CH3:3], predict the reactants needed to synthesize it. The reactants are: [C:1]([O:5][C:6]([N:8]1[CH2:15][CH:14]2[N:16](CC3C=CC=CC=3)[CH:10]([CH2:11][O:12][CH2:13]2)[CH2:9]1)=[O:7])([CH3:4])([CH3:3])[CH3:2].